This data is from TCR-epitope binding with 47,182 pairs between 192 epitopes and 23,139 TCRs. The task is: Binary Classification. Given a T-cell receptor sequence (or CDR3 region) and an epitope sequence, predict whether binding occurs between them. (1) Result: 0 (the TCR does not bind to the epitope). The epitope is ELAGIGILTV. The TCR CDR3 sequence is CASSSKLGEQYF. (2) The epitope is LLQTGIHVRVSQPSL. The TCR CDR3 sequence is CASSWQRPINEQFF. Result: 1 (the TCR binds to the epitope). (3) The epitope is YYRRATRRIR. The TCR CDR3 sequence is CASRDYYEQYF. Result: 0 (the TCR does not bind to the epitope).